Dataset: Full USPTO retrosynthesis dataset with 1.9M reactions from patents (1976-2016). Task: Predict the reactants needed to synthesize the given product. (1) Given the product [CH:1]([O:4][C:5](=[O:18])[C:6]1[CH:11]=[CH:10][C:9]([Br:12])=[CH:8][C:7]=1[CH2:13][N:14]([CH:15]1[CH2:16][CH2:17]1)[CH3:19])([CH3:3])[CH3:2], predict the reactants needed to synthesize it. The reactants are: [CH:1]([O:4][C:5](=[O:18])[C:6]1[CH:11]=[CH:10][C:9]([Br:12])=[CH:8][C:7]=1[CH2:13][NH:14][CH:15]1[CH2:17][CH2:16]1)([CH3:3])[CH3:2].[C:19](=O)([O-])[O-].[K+].[K+].CI. (2) Given the product [C:37]([C:36]1[CH:39]=[CH:40][CH:41]=[CH:42][C:35]=1[CH2:34][N:3]1[C:11]2[C:6](=[CH:7][C:8]([NH:12][C:13]3[C:22]4[C:17](=[CH:18][C:19]([O:31][CH3:32])=[CH:20][C:21]=4[O:23][CH:24]4[CH2:25][CH2:26][N:27]([CH3:30])[CH2:28][CH2:29]4)[N:16]=[CH:15][N:14]=3)=[CH:9][CH:10]=2)[CH:5]=[CH:4]1)#[N:38], predict the reactants needed to synthesize it. The reactants are: [H-].[Na+].[NH:3]1[C:11]2[C:6](=[CH:7][C:8]([NH:12][C:13]3[C:22]4[C:17](=[CH:18][C:19]([O:31][CH3:32])=[CH:20][C:21]=4[O:23][CH:24]4[CH2:29][CH2:28][N:27]([CH3:30])[CH2:26][CH2:25]4)[N:16]=[CH:15][N:14]=3)=[CH:9][CH:10]=2)[CH:5]=[CH:4]1.Cl[CH2:34][C:35]1[CH:42]=[CH:41][CH:40]=[CH:39][C:36]=1[C:37]#[N:38].O. (3) Given the product [Cl:1][C:2]1[C:11](/[CH:12]=[C:22](/[C:17]2[CH:18]=[CH:19][CH:20]=[CH:21][N:16]=2)\[C:23]#[N:24])=[CH:10][C:9]2[C:4](=[CH:5][CH:6]=[C:7]([O:14][CH3:15])[CH:8]=2)[N:3]=1, predict the reactants needed to synthesize it. The reactants are: [Cl:1][C:2]1[C:11]([CH:12]=O)=[CH:10][C:9]2[C:4](=[CH:5][CH:6]=[C:7]([O:14][CH3:15])[CH:8]=2)[N:3]=1.[N:16]1[CH:21]=[CH:20][CH:19]=[CH:18][C:17]=1[CH2:22][C:23]#[N:24]. (4) The reactants are: [C:1]([C:3]1[CH:8]=[CH:7][C:6]([CH:9]2[N:14]3[N:15]=[C:16]([N:18]4C(=O)C5C(=CC=CC=5)C4=O)[N:17]=[C:13]3[N:12]([C:29]3[CH:34]=[CH:33][CH:32]=[C:31]([C:35]([F:38])([F:37])[F:36])[CH:30]=3)[C:11]([CH3:39])=[C:10]2[C:40]#[N:41])=[C:5]([S:42]([CH3:45])(=[O:44])=[O:43])[CH:4]=1)#[N:2].O.NN.Cl. Given the product [NH2:18][C:16]1[N:17]=[C:13]2[N:12]([C:29]3[CH:34]=[CH:33][CH:32]=[C:31]([C:35]([F:38])([F:36])[F:37])[CH:30]=3)[C:11]([CH3:39])=[C:10]([C:40]#[N:41])[CH:9]([C:6]3[CH:7]=[CH:8][C:3]([C:1]#[N:2])=[CH:4][C:5]=3[S:42]([CH3:45])(=[O:44])=[O:43])[N:14]2[N:15]=1, predict the reactants needed to synthesize it. (5) Given the product [ClH:59].[F:39][C:38]1[C:10]([S:7]([NH:6][C:40]2[S:44][N:43]=[CH:42][N:41]=2)(=[O:9])=[O:8])=[CH:11][C:12]2[O:16][C:15](=[O:17])[N:14]([CH2:18][C:19]3[CH:20]=[CH:21][CH:22]=[C:23]4[C:28]=3[CH2:27][NH:26][CH2:25][CH:24]4[F:36])[C:13]=2[CH:37]=1, predict the reactants needed to synthesize it. The reactants are: COC1C=C(OC)C=CC=1C[N:6]([C:40]1[S:44][N:43]=[CH:42][N:41]=1)[S:7]([C:10]1[C:38]([F:39])=[CH:37][C:13]2[N:14]([CH2:18][C:19]3[CH:20]=[CH:21][CH:22]=[C:23]4[C:28]=3[CH2:27][N:26](C(OC(C)(C)C)=O)[CH2:25][CH:24]4[F:36])[C:15](=[O:17])[O:16][C:12]=2[CH:11]=1)(=[O:9])=[O:8].C(O)(C(F)(F)F)=O.C(Cl)[Cl:59].